Predict the product of the given reaction. From a dataset of Forward reaction prediction with 1.9M reactions from USPTO patents (1976-2016). (1) Given the reactants [CH2:1]([NH:8][C:9]1[N:18]=[C:17]2[C:12]([C:13]([N:25]3[CH2:29][CH2:28][CH2:27][CH2:26]3)=[N:14][C:15]([N:19]3[CH2:24][CH2:23][NH:22][CH2:21][CH2:20]3)=[N:16]2)=[N:11][C:10]=1[Cl:30])[C:2]1[CH:7]=[CH:6][CH:5]=[CH:4][CH:3]=1.[C:31](=[O:34])([O-])[OH:32].[Na+], predict the reaction product. The product is: [CH2:1]([NH:8][C:9]1[N:18]=[C:17]2[C:12]([C:13]([N:25]3[CH2:29][CH2:28][CH2:27][CH2:26]3)=[N:14][C:15]([N:19]3[CH2:20][CH2:21][N:22]([C:31]([O:32][C:2]([CH3:7])([CH3:3])[CH3:1])=[O:34])[CH2:23][CH2:24]3)=[N:16]2)=[N:11][C:10]=1[Cl:30])[C:2]1[CH:7]=[CH:6][CH:5]=[CH:4][CH:3]=1. (2) Given the reactants [CH2:1]1[C:7]2[CH:8]=[CH:9][CH:10]=[CH:11][C:6]=2[CH2:5][CH2:4][CH2:3][N:2]1[C:12]1[CH:21]=[C:20]([NH2:22])[C:19]2[C:14](=[CH:15][CH:16]=[CH:17][CH:18]=2)[N:13]=1.N12CCCN=C1CCCCC2.[Cl:34][CH2:35][C:36](Cl)=[O:37], predict the reaction product. The product is: [Cl:34][CH2:35][C:36]([NH:22][C:20]1[C:19]2[C:14](=[CH:15][CH:16]=[CH:17][CH:18]=2)[N:13]=[C:12]([N:2]2[CH2:3][CH2:4][CH2:5][C:6]3[CH:11]=[CH:10][CH:9]=[CH:8][C:7]=3[CH2:1]2)[CH:21]=1)=[O:37].